Dataset: Forward reaction prediction with 1.9M reactions from USPTO patents (1976-2016). Task: Predict the product of the given reaction. (1) Given the reactants [BH4-].[Na+].[CH3:3][O:4][C:5]1[C:10]([CH:11]=[O:12])=[CH:9][CH:8]=[CH:7][N:6]=1, predict the reaction product. The product is: [CH3:3][O:4][C:5]1[C:10]([CH2:11][OH:12])=[CH:9][CH:8]=[CH:7][N:6]=1. (2) Given the reactants [F:1][CH2:2][CH2:3][O:4][C:5]1[CH:10]=[CH:9][CH:8]=[CH:7][C:6]=1[C:11]1[N:20]=[C:14]2[CH:15]=[C:16]([NH2:19])[CH:17]=[CH:18][N:13]2[N:12]=1.[CH3:21][N:22]1[C:26]([C:27](O)=[O:28])=[C:25]([C:30]([N:32]2[CH2:37][CH2:36][O:35][CH2:34][CH2:33]2)=[O:31])[CH:24]=[N:23]1, predict the reaction product. The product is: [F:1][CH2:2][CH2:3][O:4][C:5]1[CH:10]=[CH:9][CH:8]=[CH:7][C:6]=1[C:11]1[N:20]=[C:14]2[CH:15]=[C:16]([NH:19][C:27]([C:26]3[N:22]([CH3:21])[N:23]=[CH:24][C:25]=3[C:30]([N:32]3[CH2:33][CH2:34][O:35][CH2:36][CH2:37]3)=[O:31])=[O:28])[CH:17]=[CH:18][N:13]2[N:12]=1. (3) Given the reactants [NH2:1][C:2]1[S:3][CH:4]=[C:5]([C:9]2[CH:14]=[CH:13][C:12]([O:15]CC3C=CC=CC=3)=[CH:11][CH:10]=2)[C:6]=1[C:7]#[N:8].B(Br)(Br)Br, predict the reaction product. The product is: [NH2:1][C:2]1[S:3][CH:4]=[C:5]([C:9]2[CH:14]=[CH:13][C:12]([OH:15])=[CH:11][CH:10]=2)[C:6]=1[C:7]#[N:8].